This data is from Catalyst prediction with 721,799 reactions and 888 catalyst types from USPTO. The task is: Predict which catalyst facilitates the given reaction. (1) Reactant: [I:1][C:2]1[CH:8]=[CH:7][C:5]([NH2:6])=[C:4]([CH3:9])[CH:3]=1.F[C:11]1[CH:12]=[N:13][CH:14]=[CH:15][C:16]=1[C:17]([OH:19])=[O:18].[Li+].C[Si]([N-][Si](C)(C)C)(C)C. Product: [I:1][C:2]1[CH:8]=[CH:7][C:5]([NH:6][C:15]2[CH:14]=[N:13][CH:12]=[CH:11][C:16]=2[C:17]([OH:19])=[O:18])=[C:4]([CH3:9])[CH:3]=1. The catalyst class is: 1. (2) Product: [C:1]([O:4][C@@H:5]1[CH:10]=[CH:9][CH2:8][O:7][CH2:6]1)(=[O:3])[CH3:2]. The catalyst class is: 2. Reactant: [C:1]([O:4][C@@H:5]1[C@@H:10](OC(=O)C)[CH:9]=[CH:8][O:7][CH2:6]1)(=[O:3])[CH3:2].C([SiH](CC)CC)C. (3) Reactant: C(OC([N:8]1[CH2:13][CH2:12][C:11](=[C:14]([C:25]2[CH:30]=[CH:29][C:28]([C:31](=[O:37])[N:32]([CH2:34][CH2:35][OH:36])[CH3:33])=[CH:27][CH:26]=2)[C:15]2[CH:16]=[CH:17][CH:18]=[C:19]3[C:24]=2[N:23]=[CH:22][CH:21]=[CH:20]3)[CH2:10][CH2:9]1)=O)(C)(C)C.Cl. Product: [OH:36][CH2:35][CH2:34][N:32]([CH3:33])[C:31](=[O:37])[C:28]1[CH:27]=[CH:26][C:25]([C:14](=[C:11]2[CH2:12][CH2:13][NH:8][CH2:9][CH2:10]2)[C:15]2[CH:16]=[CH:17][CH:18]=[C:19]3[C:24]=2[N:23]=[CH:22][CH:21]=[CH:20]3)=[CH:30][CH:29]=1. The catalyst class is: 12. (4) Reactant: CS(O[CH:6]1[CH2:9][C:8]2([CH2:13][CH2:12][N:11]([C:14]([O:16][C:17]([CH3:20])([CH3:19])[CH3:18])=[O:15])[CH2:10]2)[CH2:7]1)(=O)=O.[N-:21]=[N+:22]=[N-:23].[Na+]. Product: [N:21]([CH:6]1[CH2:9][C:8]2([CH2:13][CH2:12][N:11]([C:14]([O:16][C:17]([CH3:20])([CH3:19])[CH3:18])=[O:15])[CH2:10]2)[CH2:7]1)=[N+:22]=[N-:23]. The catalyst class is: 288.